Task: Regression. Given a peptide amino acid sequence and an MHC pseudo amino acid sequence, predict their binding affinity value. This is MHC class I binding data.. Dataset: Peptide-MHC class I binding affinity with 185,985 pairs from IEDB/IMGT (1) The binding affinity (normalized) is 0.116. The peptide sequence is SSGKMGFAL. The MHC is H-2-Db with pseudo-sequence H-2-Db. (2) The peptide sequence is VFDITKLLLAI. The MHC is Patr-A0901 with pseudo-sequence Patr-A0901. The binding affinity (normalized) is 0.386. (3) The binding affinity (normalized) is 0.176. The MHC is HLA-A03:01 with pseudo-sequence HLA-A03:01. The peptide sequence is VIFRLMRTN. (4) The MHC is HLA-B15:01 with pseudo-sequence HLA-B15:01. The peptide sequence is SMELPSFGV. The binding affinity (normalized) is 0.0847. (5) The peptide sequence is LSSIGIPAY. The MHC is HLA-A30:01 with pseudo-sequence HLA-A30:01. The binding affinity (normalized) is 0.0847.